This data is from Full USPTO retrosynthesis dataset with 1.9M reactions from patents (1976-2016). The task is: Predict the reactants needed to synthesize the given product. (1) Given the product [OH:14][C:15]1[CH:16]=[C:7]([OH:6])[CH:8]=[CH:9][C:10]=1[CH:11]([CH3:18])[CH2:12][C:13]([O:24][CH3:23])=[O:17], predict the reactants needed to synthesize it. The reactants are: S(=O)(=O)(O)O.[OH:6][C:7]1[CH:16]=[C:15]2[C:10]([CH:11]([CH3:18])[CH2:12][C:13](=[O:17])[O:14]2)=[CH:9][CH:8]=1.C(Cl)(Cl)Cl.[C:23]([O-])(O)=[O:24].[Na+]. (2) Given the product [N:1]1[CH:6]=[CH:5][C:4]([NH:7][S:8]([C:11]2[C:16]([Cl:17])=[CH:15][CH:14]=[C:13]([NH2:18])[C:12]=2[OH:21])(=[O:10])=[O:9])=[CH:3][CH:2]=1, predict the reactants needed to synthesize it. The reactants are: [N:1]1[CH:6]=[CH:5][C:4]([NH:7][S:8]([C:11]2[C:16]([Cl:17])=[CH:15][CH:14]=[C:13]([N+:18]([O-])=O)[C:12]=2[OH:21])(=[O:10])=[O:9])=[CH:3][CH:2]=1.[H][H]. (3) The reactants are: [NH2:1][NH2:2].[F:3][C:4]([F:15])([F:14])[O:5][C:6]1[CH:13]=[CH:12][C:9]([CH:10]=O)=[CH:8][CH:7]=1. Given the product [F:3][C:4]([F:15])([F:14])[O:5][C:6]1[CH:13]=[CH:12][C:9]([CH:10]=[N:1][NH2:2])=[CH:8][CH:7]=1, predict the reactants needed to synthesize it. (4) Given the product [CH2:6]1[C:7]2[C:3](=[C:2]([B:11]3[O:15][C:14]([CH3:17])([CH3:16])[C:13]([CH3:19])([CH3:18])[O:12]3)[CH:10]=[CH:9][CH:8]=2)[CH:4]=[CH:5]1, predict the reactants needed to synthesize it. The reactants are: Br[C:2]1[CH:10]=[CH:9][CH:8]=[C:7]2[C:3]=1[CH:4]=[CH:5][CH2:6]2.[B:11]1([B:11]2[O:15][C:14]([CH3:17])([CH3:16])[C:13]([CH3:19])([CH3:18])[O:12]2)[O:15][C:14]([CH3:17])([CH3:16])[C:13]([CH3:19])([CH3:18])[O:12]1.C([O-])(=O)C.[K+].CN(C=O)C. (5) The reactants are: [Si:1]([O:18][CH2:19][C:20]([NH:24][C:25](=S)[NH:26][C:27]1[CH:32]=[CH:31][C:30](/[N:33]=[CH:34]/[N:35](C)C)=[C:29]([C:38]#N)[CH:28]=1)([CH3:23])[CH2:21][OH:22])([C:14]([CH3:17])([CH3:16])[CH3:15])([C:8]1[CH:13]=[CH:12][CH:11]=[CH:10][CH:9]=1)[C:2]1[CH:7]=[CH:6][CH:5]=[CH:4][CH:3]=1.[N:41]1[CH:42]=[N:43][N:44]2[CH:49]=[CH:48][C:47]([O:50][C:51]3[CH:56]=[CH:55][C:54]([NH2:57])=[CH:53][C:52]=3[CH3:58])=[CH:46][C:45]=12. Given the product [N:41]1[CH:42]=[N:43][N:44]2[CH:49]=[CH:48][C:47]([O:50][C:51]3[CH:56]=[CH:55][C:54]([NH:57][C:38]4[C:29]5[C:30](=[CH:31][CH:32]=[C:27]([NH:26][C:25]6[O:22][CH2:21][C:20]([CH2:19][O:18][Si:1]([C:14]([CH3:17])([CH3:16])[CH3:15])([C:8]7[CH:9]=[CH:10][CH:11]=[CH:12][CH:13]=7)[C:2]7[CH:7]=[CH:6][CH:5]=[CH:4][CH:3]=7)([CH3:23])[N:24]=6)[CH:28]=5)[N:33]=[CH:34][N:35]=4)=[CH:53][C:52]=3[CH3:58])=[CH:46][C:45]=12, predict the reactants needed to synthesize it. (6) Given the product [CH2:1]([O:3][C:4]([C:6]1[C:7]([NH:27][C:28]2[CH:29]=[C:30]([CH3:34])[CH:31]=[CH:32][CH:33]=2)=[N:8][C:9]([CH2:12][CH2:13][CH2:14][N:15]2[C:23](=[O:24])[C:22]3[C:17](=[CH:18][CH:19]=[CH:20][CH:21]=3)[C:16]2=[O:25])=[N:10][CH:11]=1)=[O:5])[CH3:2], predict the reactants needed to synthesize it. The reactants are: [CH2:1]([O:3][C:4]([C:6]1[C:7](Cl)=[N:8][C:9]([CH2:12][CH2:13][CH2:14][N:15]2[C:23](=[O:24])[C:22]3[C:17](=[CH:18][CH:19]=[CH:20][CH:21]=3)[C:16]2=[O:25])=[N:10][CH:11]=1)=[O:5])[CH3:2].[NH2:27][C:28]1[CH:33]=[CH:32][CH:31]=[C:30]([CH3:34])[CH:29]=1. (7) Given the product [OH:27][C:26]1[C:21]([O:20][CH3:19])=[CH:22][CH:23]=[CH:24][C:25]=1/[CH:28]=[CH:1]/[C:2]1[N:3]([C:13]2[CH:14]=[CH:15][CH:16]=[CH:17][CH:18]=2)[C:4](=[O:12])[C:5]2[CH:11]=[N:10][CH:9]=[CH:8][C:6]=2[N:7]=1, predict the reactants needed to synthesize it. The reactants are: [CH3:1][C:2]1[N:3]([C:13]2[CH:18]=[CH:17][CH:16]=[CH:15][CH:14]=2)[C:4](=[O:12])[C:5]2[CH:11]=[N:10][CH:9]=[CH:8][C:6]=2[N:7]=1.[CH3:19][O:20][C:21]1[C:26]([OH:27])=[C:25]([CH:28]=O)[CH:24]=[CH:23][CH:22]=1.